Dataset: Forward reaction prediction with 1.9M reactions from USPTO patents (1976-2016). Task: Predict the product of the given reaction. (1) Given the reactants [C:1]1([C:7]([CH:17]2[CH:22]3[CH2:23][CH2:24][N:19]([CH2:20][CH2:21]3)[CH2:18]2)([OH:16])[C:8]#[C:9][C:10]2[CH:15]=[CH:14][CH:13]=[CH:12][CH:11]=2)[CH:6]=[CH:5][CH:4]=[CH:3][CH:2]=1, predict the reaction product. The product is: [C:1]1([C:7]([CH:17]2[CH:22]3[CH2:23][CH2:24][N:19]([CH2:20][CH2:21]3)[CH2:18]2)([OH:16])[CH2:8][CH2:9][C:10]2[CH:15]=[CH:14][CH:13]=[CH:12][CH:11]=2)[CH:6]=[CH:5][CH:4]=[CH:3][CH:2]=1. (2) The product is: [F:43][C:37]1[CH:38]=[C:39]([F:42])[CH:40]=[CH:41][C:36]=1[C:34](=[O:35])[CH2:33][N:3]1[C:4](=[O:31])[C:5]2[CH:25]=[C:24]([CH2:26][C:27]([F:30])([F:29])[F:28])[S:23][C:6]=2[N:7]([CH2:8][C:9]2[CH:10]=[CH:11][C:12]([C:15]3[C:16]([C:21]#[N:22])=[CH:17][CH:18]=[CH:19][CH:20]=3)=[CH:13][CH:14]=2)[C:2]1=[O:1]. Given the reactants [O:1]=[C:2]1[N:7]([CH2:8][C:9]2[CH:14]=[CH:13][C:12]([C:15]3[C:16]([C:21]#[N:22])=[CH:17][CH:18]=[CH:19][CH:20]=3)=[CH:11][CH:10]=2)[C:6]2[S:23][C:24]([CH2:26][C:27]([F:30])([F:29])[F:28])=[CH:25][C:5]=2[C:4](=[O:31])[NH:3]1.Br[CH2:33][C:34]([C:36]1[CH:41]=[CH:40][C:39]([F:42])=[CH:38][C:37]=1[F:43])=[O:35].CN(C)C=O.[H-].[Na+], predict the reaction product. (3) Given the reactants [C:1]([N:4]1[C:12]2[C:7](=[CH:8][CH:9]=[CH:10][CH:11]=2)[CH2:6][CH:5]1[C:13](=[N:15][OH:16])[NH2:14])(=[O:3])[CH3:2].[C:17](Cl)(=O)[CH2:18][CH2:19][CH3:20], predict the reaction product. The product is: [C:1]([N:4]1[C:12]2[C:7](=[CH:8][CH:9]=[CH:10][CH:11]=2)[CH2:6][CH:5]1[C:13]1[N:14]=[C:17]([CH2:18][CH2:19][CH3:20])[O:16][N:15]=1)(=[O:3])[CH3:2]. (4) Given the reactants C([O:4][C:5]1[CH:10]=[C:9]([F:11])[C:8]([F:12])=[CH:7][C:6]=1[C:13](Cl)=[O:14])(=O)C.[CH3:16][O:17][C:18](=[O:27])[C:19]1[CH:24]=[CH:23][C:22]([NH2:25])=[CH:21][C:20]=1[F:26], predict the reaction product. The product is: [F:11][C:9]1[C:8]([F:12])=[CH:7][C:6]([C:13]([NH:25][C:22]2[CH:23]=[CH:24][C:19]([C:18]([O:17][CH3:16])=[O:27])=[C:20]([F:26])[CH:21]=2)=[O:14])=[C:5]([OH:4])[CH:10]=1. (5) Given the reactants [H-].[H-].[H-].[H-].[Li+].[Al+3].[Cl:7][C:8]1[CH:13]=[CH:12][C:11]([CH:14]2[CH2:16][CH:15]2[C:17](OC)=[O:18])=[CH:10][CH:9]=1, predict the reaction product. The product is: [Cl:7][C:8]1[CH:9]=[CH:10][C:11]([C@@H:14]2[CH2:16][C@H:15]2[CH2:17][OH:18])=[CH:12][CH:13]=1. (6) Given the reactants [CH2:1]([O:8][C:9]([NH:11][C@@H:12]([CH2:17][C:18]1[CH:23]=[CH:22][C:21]([CH:24]2[S:28](=[O:30])(=[O:29])[NH:27][C:26](=[O:31])[CH2:25]2)=[C:20](Br)[CH:19]=1)[C:13]([O:15]C)=[O:14])=[O:10])[C:2]1[CH:7]=[CH:6][CH:5]=[CH:4][CH:3]=1.[C:33]1(B(O)O)[CH:38]=[CH:37][CH:36]=[CH:35][CH:34]=1.C(=O)([O-])[O-].[Na+].[Na+], predict the reaction product. The product is: [CH2:1]([O:8][C:9]([NH:11][C@@H:12]([CH2:17][C:18]1[CH:19]=[C:20]([C:33]2[CH:38]=[CH:37][CH:36]=[CH:35][CH:34]=2)[C:21]([CH:24]2[S:28](=[O:30])(=[O:29])[NH:27][C:26](=[O:31])[CH2:25]2)=[CH:22][CH:23]=1)[C:13]([OH:15])=[O:14])=[O:10])[C:2]1[CH:7]=[CH:6][CH:5]=[CH:4][CH:3]=1. (7) The product is: [Cl:16][C:17]1[CH:18]=[C:19]([C:23]2[O:27][N:26]=[C:25]([CH:28]([OH:31])[CH2:29][CH3:30])[N:24]=2)[CH:20]=[CH:21][CH:22]=1. Given the reactants ClC1C=C(C2ON=C([C@H](O)C)N=2)C=CC=1.[Cl:16][C:17]1[CH:18]=[C:19]([C:23]2[O:27][N:26]=[C:25]([CH:28]([O:31]C3N(C)C(C4C=CN=CC=4)=NN=3)[CH2:29][CH3:30])[N:24]=2)[CH:20]=[CH:21][CH:22]=1, predict the reaction product. (8) Given the reactants [OH:1][C:2]1[CH:3]=[C:4]2[C:9](=[CH:10][CH:11]=1)[C@H:8]([C:12]([O:14][CH3:15])=[O:13])[N:7]([C:16]([O:18][C:19]([CH3:22])([CH3:21])[CH3:20])=[O:17])[CH2:6][CH2:5]2.Br[CH2:24][C:25]1[C:30]([F:31])=[C:29]([Cl:32])[CH:28]=[CH:27][C:26]=1[F:33].C([O-])([O-])=O.[Cs+].[Cs+], predict the reaction product. The product is: [Cl:32][C:29]1[C:30]([F:31])=[C:25]([C:26]([F:33])=[CH:27][CH:28]=1)[CH2:24][O:1][C:2]1[CH:3]=[C:4]2[C:9](=[CH:10][CH:11]=1)[C@H:8]([C:12]([O:14][CH3:15])=[O:13])[N:7]([C:16]([O:18][C:19]([CH3:22])([CH3:21])[CH3:20])=[O:17])[CH2:6][CH2:5]2. (9) Given the reactants [C:1]([OH:9])(=[O:8])[CH:2]=[CH:3][CH2:4][C:5]([OH:7])=[O:6].[C:10]([OH:14])(=[O:13])[CH:11]=[CH2:12], predict the reaction product. The product is: [C:1]([OH:9])(=[O:8])[CH:2]=[CH:3][CH2:4][C:5]([OH:7])=[O:6].[C:10]([OH:14])(=[O:13])[CH:11]=[CH2:12].